This data is from Peptide-MHC class II binding affinity with 134,281 pairs from IEDB. The task is: Regression. Given a peptide amino acid sequence and an MHC pseudo amino acid sequence, predict their binding affinity value. This is MHC class II binding data. (1) The peptide sequence is LFLLYILFLVKMNAL. The MHC is DRB1_0401 with pseudo-sequence DRB1_0401. The binding affinity (normalized) is 0.478. (2) The peptide sequence is AQMNQAFRNIVNMLH. The MHC is DRB5_0101 with pseudo-sequence DRB5_0101. The binding affinity (normalized) is 0.536.